This data is from Forward reaction prediction with 1.9M reactions from USPTO patents (1976-2016). The task is: Predict the product of the given reaction. Given the reactants [Cl:1][C:2]1[CH:22]=[CH:21][CH:20]=[CH:19][C:3]=1[O:4][C:5]1[CH2:9][N:8]([C@@H:10]([CH2:14][CH:15]([CH3:17])[CH3:16])[C:11]([OH:13])=O)[C:7](=[O:18])[CH:6]=1.[CH3:23][C:24]1([CH3:36])[O:28][C@H:27]([CH2:29][N:30]2[CH:34]=[CH:33][C:32]([NH2:35])=[N:31]2)[CH2:26][O:25]1.ON1C2C=CC=CC=2N=N1.CN(C)CCCN=C=NCC, predict the reaction product. The product is: [CH3:23][C:24]1([CH3:36])[O:28][C@H:27]([CH2:29][N:30]2[CH:34]=[CH:33][C:32]([NH:35][C:11](=[O:13])[C@@H:10]([N:8]3[CH2:9][C:5]([O:4][C:3]4[CH:19]=[CH:20][CH:21]=[CH:22][C:2]=4[Cl:1])=[CH:6][C:7]3=[O:18])[CH2:14][CH:15]([CH3:17])[CH3:16])=[N:31]2)[CH2:26][O:25]1.